Dataset: NCI-60 drug combinations with 297,098 pairs across 59 cell lines. Task: Regression. Given two drug SMILES strings and cell line genomic features, predict the synergy score measuring deviation from expected non-interaction effect. (1) Drug 1: C1CC(=O)NC(=O)C1N2CC3=C(C2=O)C=CC=C3N. Drug 2: C1=C(C(=O)NC(=O)N1)N(CCCl)CCCl. Cell line: SF-268. Synergy scores: CSS=32.0, Synergy_ZIP=-1.23, Synergy_Bliss=0.294, Synergy_Loewe=-13.4, Synergy_HSA=1.29. (2) Drug 1: CC1CCC2CC(C(=CC=CC=CC(CC(C(=O)C(C(C(=CC(C(=O)CC(OC(=O)C3CCCCN3C(=O)C(=O)C1(O2)O)C(C)CC4CCC(C(C4)OC)O)C)C)O)OC)C)C)C)OC. Drug 2: C1CN(CCN1C(=O)CCBr)C(=O)CCBr. Cell line: NCI-H322M. Synergy scores: CSS=11.4, Synergy_ZIP=-5.55, Synergy_Bliss=-3.54, Synergy_Loewe=-12.6, Synergy_HSA=-5.10.